From a dataset of Forward reaction prediction with 1.9M reactions from USPTO patents (1976-2016). Predict the product of the given reaction. (1) Given the reactants [CH3:1][O:2][C:3]([C@H:5]1[C@@H:10]([NH2:11])[CH2:9][CH2:8][N:7]([C:12]([O:14][C:15]([CH3:18])([CH3:17])[CH3:16])=[O:13])[CH2:6]1)=[O:4].C(Cl)Cl.CCN([CH2:27][CH3:28])CC, predict the reaction product. The product is: [CH3:1][O:2][C:3]([C@H:5]1[C@@H:10]([NH:11][C:3]([O:2][CH2:1][C:28]2[CH:27]=[CH:9][CH:10]=[CH:5][CH:6]=2)=[O:4])[CH2:9][CH2:8][N:7]([C:12]([O:14][C:15]([CH3:18])([CH3:17])[CH3:16])=[O:13])[CH2:6]1)=[O:4]. (2) Given the reactants O.Cl.[NH:3]1[CH2:8][CH2:7][C:6](=[O:9])[CH2:5][CH2:4]1.CC[NH+](CC)CC.CC[NH+](CC)CC.C([O-])([O-])=O.[O:28]1[CH:32]=[CH:31][CH:30]=[C:29]1[C:33](O)=[O:34].Cl.CN(C)CCCN=C=NCC, predict the reaction product. The product is: [O:28]1[CH:32]=[CH:31][CH:30]=[C:29]1[C:33]([N:3]1[CH2:8][CH2:7][C:6](=[O:9])[CH2:5][CH2:4]1)=[O:34]. (3) The product is: [Br:17][C:18]1[CH:19]=[CH:20][C:21]([Cl:28])=[C:22]([S:24]([NH:7][CH:1]2[CH2:6][CH2:5][CH2:4][CH2:3][CH2:2]2)(=[O:26])=[O:25])[CH:23]=1. Given the reactants [CH:1]1([NH2:7])[CH2:6][CH2:5][CH2:4][CH2:3][CH2:2]1.CCN(C(C)C)C(C)C.[Br:17][C:18]1[CH:19]=[CH:20][C:21]([Cl:28])=[C:22]([S:24](Cl)(=[O:26])=[O:25])[CH:23]=1.Cl, predict the reaction product. (4) Given the reactants Cl[C:2]1[CH:7]=[C:6]([CH3:8])[N:5]=[C:4]([NH:9][C:10](=[NH:20])[NH:11][C:12]2[CH:17]=[CH:16][C:15]([Cl:18])=[C:14]([Cl:19])[CH:13]=2)[N:3]=1.C([O-])([O-])=O.[K+].[K+].[OH:27][C:28]1[CH:29]=[N:30][CH:31]=[CH:32][CH:33]=1, predict the reaction product. The product is: [Cl:19][C:14]1[CH:13]=[C:12]([NH:11][C:10]([NH:9][C:4]2[N:3]=[C:2]([O:27][C:28]3[CH:29]=[N:30][CH:31]=[CH:32][CH:33]=3)[CH:7]=[C:6]([CH3:8])[N:5]=2)=[NH:20])[CH:17]=[CH:16][C:15]=1[Cl:18]. (5) Given the reactants [C:1]([O:4][C@@H:5]1[C@@H:18]([O:19][C:20](=[O:22])[CH3:21])[C@H:17]([O:23][C:24](=[O:26])[CH3:25])[CH2:16][S:15][C@H:6]1[O:7][C:8]1[CH:9]=[N:10][CH:11]=[C:12](Br)[CH:13]=1)(=[O:3])[CH3:2].[Cl:27][C:28]1[CH:29]=[C:30](B(O)O)[CH:31]=[CH:32][C:33]=1[O:34][CH3:35], predict the reaction product. The product is: [C:1]([O:4][C@@H:5]1[C@@H:18]([O:19][C:20](=[O:22])[CH3:21])[C@H:17]([O:23][C:24](=[O:26])[CH3:25])[CH2:16][S:15][C@H:6]1[O:7][C:8]1[CH:9]=[N:10][CH:11]=[C:12]([C:30]2[CH:31]=[CH:32][C:33]([O:34][CH3:35])=[C:28]([Cl:27])[CH:29]=2)[CH:13]=1)(=[O:3])[CH3:2]. (6) Given the reactants [CH2:1]1[CH:3]([CH:4](O)C#N)[CH2:2]1.[C:8]([O:12][C:13](=[O:16])[NH:14][NH2:15])([CH3:11])([CH3:10])[CH3:9], predict the reaction product. The product is: [C:8]([O:12][C:13]([NH:14][N:15]=[CH:4][CH:3]1[CH2:2][CH2:1]1)=[O:16])([CH3:11])([CH3:10])[CH3:9].